Dataset: Full USPTO retrosynthesis dataset with 1.9M reactions from patents (1976-2016). Task: Predict the reactants needed to synthesize the given product. (1) Given the product [NH2:18][C:10]1[O:11][C:12]([CH3:16])([CH3:17])[C:13]([F:14])([F:15])[C@:8]([C:6]2[CH:7]=[C:2]([NH:1][C:30]([C:27]3[CH:26]=[CH:25][C:24]([O:23][CH2:22][F:21])=[CH:29][N:28]=3)=[O:31])[CH:3]=[CH:4][C:5]=2[F:20])([CH3:19])[N:9]=1, predict the reactants needed to synthesize it. The reactants are: [NH2:1][C:2]1[CH:3]=[CH:4][C:5]([F:20])=[C:6]([C@:8]2([CH3:19])[C:13]([F:15])([F:14])[C:12]([CH3:17])([CH3:16])[O:11][C:10]([NH2:18])=[N:9]2)[CH:7]=1.[F:21][CH2:22][O:23][C:24]1[CH:25]=[CH:26][C:27]([C:30](O)=[O:31])=[N:28][CH:29]=1. (2) Given the product [Cl:5][C:6]1[CH:13]=[C:12]([F:14])[C:11]([N+:1]([O-:4])=[O:2])=[CH:10][C:7]=1[C:8]#[N:9], predict the reactants needed to synthesize it. The reactants are: [N+:1]([O-:4])(O)=[O:2].[Cl:5][C:6]1[CH:13]=[C:12]([F:14])[CH:11]=[CH:10][C:7]=1[C:8]#[N:9].C(=O)([O-])[O-].[Na+].[Na+]. (3) Given the product [CH3:17][O:4][C:3](=[O:5])[C@@H:2]([NH2:1])[CH2:6][S:7][CH2:8][C:9]1[CH:10]=[CH:11][C:12]([O:15][CH3:16])=[CH:13][CH:14]=1, predict the reactants needed to synthesize it. The reactants are: [NH2:1][C@@H:2]([CH2:6][S:7][CH2:8][C:9]1[CH:14]=[CH:13][C:12]([O:15][CH3:16])=[CH:11][CH:10]=1)[C:3]([OH:5])=[O:4].[CH3:17][Si](Cl)(C)C. (4) Given the product [Br:20][CH2:9][C:6]1[CH:7]=[CH:8][C:3]([O:2][CH3:1])=[CH:4][C:5]=1[N+:10]([O-:12])=[O:11], predict the reactants needed to synthesize it. The reactants are: [CH3:1][O:2][C:3]1[CH:8]=[CH:7][C:6]([CH3:9])=[C:5]([N+:10]([O-:12])=[O:11])[CH:4]=1.C1C(=O)N([Br:20])C(=O)C1.C(OOC(=O)C1C=CC=CC=1)(=O)C1C=CC=CC=1.